From a dataset of Peptide-MHC class I binding affinity with 185,985 pairs from IEDB/IMGT. Regression. Given a peptide amino acid sequence and an MHC pseudo amino acid sequence, predict their binding affinity value. This is MHC class I binding data. (1) The peptide sequence is EEMPLVWDL. The MHC is HLA-B40:01 with pseudo-sequence HLA-B40:01. The binding affinity (normalized) is 0.728. (2) The peptide sequence is WLKERLPGF. The MHC is HLA-B07:02 with pseudo-sequence HLA-B07:02. The binding affinity (normalized) is 0.0847. (3) The peptide sequence is RRAYSGKQY. The MHC is HLA-A23:01 with pseudo-sequence HLA-A23:01. The binding affinity (normalized) is 0.0847. (4) The peptide sequence is GIVSSMHYK. The MHC is HLA-A02:16 with pseudo-sequence HLA-A02:16. The binding affinity (normalized) is 0.0847. (5) The peptide sequence is KLKSVGKAY. The MHC is HLA-A29:02 with pseudo-sequence HLA-A29:02. The binding affinity (normalized) is 0.0847. (6) The peptide sequence is LSDDSGLMV. The MHC is HLA-B44:02 with pseudo-sequence HLA-B44:02. The binding affinity (normalized) is 0.0847. (7) The peptide sequence is RLLRARGETY. The MHC is Mamu-A01 with pseudo-sequence Mamu-A01. The binding affinity (normalized) is 0. (8) The peptide sequence is AVVCLVDTL. The binding affinity (normalized) is 0.402. The MHC is H-2-Db with pseudo-sequence H-2-Db. (9) The peptide sequence is FPSNMMVVT. The MHC is HLA-B51:01 with pseudo-sequence HLA-B51:01. The binding affinity (normalized) is 0.0847. (10) The peptide sequence is CKFNMTGLK. The MHC is HLA-A03:01 with pseudo-sequence HLA-A03:01. The binding affinity (normalized) is 0.381.